From a dataset of Full USPTO retrosynthesis dataset with 1.9M reactions from patents (1976-2016). Predict the reactants needed to synthesize the given product. (1) Given the product [CH3:26][O:25][CH2:24][CH2:23][O:22][C:19]1[CH:18]=[CH:17][C:16]([C:14]2[N:11]=[C:8]3[CH:7]=[CH:6][C:5]([O:4][CH2:1][CH2:2][CH3:3])=[N:10][N:9]3[CH:13]=2)=[CH:21][CH:20]=1, predict the reactants needed to synthesize it. The reactants are: [CH2:1]([O:4][C:5]1[N:10]=[N:9][C:8]([NH2:11])=[CH:7][CH:6]=1)[CH2:2][CH3:3].Br[CH2:13][C:14]([C:16]1[CH:21]=[CH:20][C:19]([O:22][CH2:23][CH2:24][O:25][CH3:26])=[CH:18][CH:17]=1)=O.C(=O)(O)[O-].[Na+]. (2) Given the product [I:16][C:8]1[C:7]2[C:27](=[CH:12][C:13]([O:14][CH3:15])=[C:5]([O:4][CH3:3])[CH:6]=2)[N:28]([CH3:31])[CH:29]=1, predict the reactants needed to synthesize it. The reactants are: [OH-].[K+].[CH3:3][O:4][C:5]1[CH:6]=[C:7]2C(=[CH:12][C:13]=1[O:14][CH3:15])NC=[CH:8]2.[I:16]I.IC.S([O-])([O-])(=O)=S.[Na+].[Na+].[CH3:27][N:28]([CH3:31])[CH:29]=O. (3) Given the product [Cl:13][C:14]1[CH:15]=[CH:16][C:17]([C:18]([OH:19])([C:4]2[N:3]([CH3:7])[CH:2]=[N:6][CH:5]=2)[C:20]2[CH:21]=[C:22]3[C:27](=[CH:28][CH:29]=2)[N:26]([CH3:30])[C:25](=[O:31])[CH:24]=[C:23]3[C:32]2[CH:33]=[CH:42][CH:43]=[C:36]([C:35]#[CH:34])[CH:37]=2)=[CH:44][CH:45]=1, predict the reactants needed to synthesize it. The reactants are: S[C:2]1[N:3]([CH3:7])[CH:4]=[CH:5][N:6]=1.C([Li])(C)(C)C.[Cl:13][C:14]1[CH:45]=[CH:44][C:17]([C:18]([C:20]2[CH:21]=[C:22]3[C:27](=[CH:28][CH:29]=2)[N:26]([CH3:30])[C:25](=[O:31])[CH:24]=[C:23]3[C:32]2[CH:37]=[CH:36][CH:35]=[C:34]([Si](C)(C)C)[C:33]=2[C:42]#[CH:43])=[O:19])=[CH:16][CH:15]=1. (4) Given the product [CH3:1][C:2]1[S:3][CH:4]=[C:5]([CH2:7][CH2:8][CH2:9][O:10][CH:11]2[CH2:16][CH2:15][CH2:14][CH2:13][O:12]2)[CH:6]=1, predict the reactants needed to synthesize it. The reactants are: [CH3:1][C:2]1[S:3][CH:4]=[C:5]([C:7]#[C:8][CH2:9][O:10][CH:11]2[CH2:16][CH2:15][CH2:14][CH2:13][O:12]2)[CH:6]=1.